The task is: Regression. Given a peptide amino acid sequence and an MHC pseudo amino acid sequence, predict their binding affinity value. This is MHC class II binding data.. This data is from Peptide-MHC class II binding affinity with 134,281 pairs from IEDB. (1) The peptide sequence is FTVQEMVALSGAHTL. The MHC is HLA-DPA10201-DPB10101 with pseudo-sequence HLA-DPA10201-DPB10101. The binding affinity (normalized) is 0.181. (2) The peptide sequence is VPPEVTVLTNSPVE. The MHC is DRB1_0101 with pseudo-sequence DRB1_0101. The binding affinity (normalized) is 0. (3) The peptide sequence is PWNAFPGKVCGSNLLSICKT. The MHC is DRB1_1501 with pseudo-sequence DRB1_1501. The binding affinity (normalized) is 0.330. (4) The peptide sequence is FELLNAPATVCGPKL. The MHC is DRB1_0701 with pseudo-sequence DRB1_0701. The binding affinity (normalized) is 0.276. (5) The peptide sequence is APYHFDLSGHAFGAM. The MHC is DRB1_1302 with pseudo-sequence DRB1_1302. The binding affinity (normalized) is 0.320. (6) The peptide sequence is YDKFLANVSTKLTGK. The MHC is DRB1_0404 with pseudo-sequence DRB1_0404. The binding affinity (normalized) is 0.550. (7) The peptide sequence is NYEQQEQASQQILSS. The MHC is HLA-DPA10301-DPB10402 with pseudo-sequence HLA-DPA10301-DPB10402. The binding affinity (normalized) is 0.267.